Dataset: Full USPTO retrosynthesis dataset with 1.9M reactions from patents (1976-2016). Task: Predict the reactants needed to synthesize the given product. (1) Given the product [CH2:1]([O:3][C:4](=[O:29])[CH2:5][CH:6]([C:22]1[CH:27]=[N:26][C:25]([CH3:28])=[N:24][CH:23]=1)[CH2:7][CH2:8][CH2:9][CH2:10][CH2:11][CH2:12][CH2:13][NH:14][C:15]([O:17][C:18]([CH3:20])([CH3:21])[CH3:19])=[O:16])[CH3:2], predict the reactants needed to synthesize it. The reactants are: [CH2:1]([O:3][C:4](=[O:29])[CH2:5][CH:6]([C:22]1[CH:23]=[N:24][C:25]([CH3:28])=[N:26][CH:27]=1)[CH:7]=[CH:8][CH2:9][CH2:10][CH2:11][CH2:12][CH2:13][NH:14][C:15]([O:17][C:18]([CH3:21])([CH3:20])[CH3:19])=[O:16])[CH3:2].O.C([O-])=O.[NH4+]. (2) Given the product [CH2:37]([O:36][C:14]1[N:15]=[C:10]([NH:9][C:6]2[CH:5]=[CH:4][C:3]([C:2]([F:1])([F:35])[F:34])=[CH:8][CH:7]=2)[C:11]2[CH2:23][CH2:22][N:21]([C:24]3[C:29]([S:30]([CH3:33])(=[O:32])=[O:31])=[CH:28][CH:27]=[CH:26][N:25]=3)[CH2:20][C:12]=2[N:13]=1)[CH3:38], predict the reactants needed to synthesize it. The reactants are: [F:1][C:2]([F:35])([F:34])[C:3]1[CH:8]=[CH:7][C:6]([NH:9][C:10]2[C:11]3[CH2:23][CH2:22][N:21]([C:24]4[C:29]([S:30]([CH3:33])(=[O:32])=[O:31])=[CH:28][CH:27]=[CH:26][N:25]=4)[CH2:20][C:12]=3[N:13]=[C:14](S(C)(=O)=O)[N:15]=2)=[CH:5][CH:4]=1.[O-:36][CH2:37][CH3:38].[Na+]. (3) Given the product [C:1]([O:5][C:6]([N:8]1[CH2:13][CH2:12][CH:11]([N:14]2[C:18]([C:19]3[CH:24]=[CH:23][N:22]=[C:21]([S:47]([CH3:37])(=[O:50])=[O:48])[N:20]=3)=[C:17]([C:27]3[CH:28]=[CH:29][C:30]([F:33])=[CH:31][CH:32]=3)[C:16](=[O:34])[N:15]2[CH3:35])[CH2:10][CH2:9]1)=[O:7])([CH3:4])([CH3:2])[CH3:3], predict the reactants needed to synthesize it. The reactants are: [C:1]([O:5][C:6]([N:8]1[CH2:13][CH2:12][CH:11]([N:14]2[C:18]([C:19]3[CH:24]=[CH:23][N:22]=[C:21](SC)[N:20]=3)=[C:17]([C:27]3[CH:32]=[CH:31][C:30]([F:33])=[CH:29][CH:28]=3)[C:16](=[O:34])[N:15]2[CH3:35])[CH2:10][CH2:9]1)=[O:7])([CH3:4])([CH3:3])[CH3:2].Cl[C:37]1C=CC=C(C(OO)=O)C=1.[S:47](=[O:50])(O)[O-:48].[Na+]. (4) Given the product [Cl:29][CH:20]([CH2:19][CH2:18][C:12]1[C:13]([CH3:17])=[N:14][N:15]([CH3:16])[C:11]=1[N:7]1[C:8]2[C:4](=[CH:3][C:2]([Cl:1])=[CH:10][CH:9]=2)[CH:5]=[CH:6]1)[C:21]([O:23][CH2:24][CH3:25])=[O:22], predict the reactants needed to synthesize it. The reactants are: [Cl:1][C:2]1[CH:3]=[C:4]2[C:8](=[CH:9][CH:10]=1)[N:7]([C:11]1[N:15]([CH3:16])[N:14]=[C:13]([CH3:17])[C:12]=1[CH2:18][CH2:19][CH:20](O)[C:21]([O:23][CH2:24][CH3:25])=[O:22])[CH:6]=[CH:5]2.S(Cl)([Cl:29])=O. (5) Given the product [CH3:36][N:9]([CH3:8])[C:10]([N:12]1[CH2:13][CH:14]=[C:15]([C:18]2[NH:35][C:21]3[N:22]=[CH:23][N:24]=[C:25]([C:26]4[CH:31]=[C:30]([F:32])[CH:29]=[C:28]([NH:33][C:52](=[O:53])[C:51]5[CH:50]=[CH:49][C:48]([N:47]([CH3:46])[CH3:57])=[CH:56][CH:55]=5)[C:27]=4[CH3:34])[C:20]=3[CH:19]=2)[CH2:16][CH2:17]1)=[O:11], predict the reactants needed to synthesize it. The reactants are: NC1C=CC=CC=1.[CH3:8][N:9]([CH3:36])[C:10]([N:12]1[CH2:17][CH:16]=[C:15]([C:18]2[NH:35][C:21]3[N:22]=[CH:23][N:24]=[C:25]([C:26]4[CH:31]=[C:30]([F:32])[CH:29]=[C:28]([NH2:33])[C:27]=4[CH3:34])[C:20]=3[CH:19]=2)[CH2:14][CH2:13]1)=[O:11].CCN(C(C)C)C(C)C.[CH3:46][N:47]([CH3:57])[C:48]1[CH:56]=[CH:55][C:51]([C:52](Cl)=[O:53])=[CH:50][CH:49]=1. (6) Given the product [CH3:10][C:2]1([CH3:1])[CH2:3][CH:4]([CH2:6][C:7](=[O:9])[CH3:11])[CH2:5]1, predict the reactants needed to synthesize it. The reactants are: [CH3:1][C:2]1([CH3:10])[CH2:5][CH:4]([CH2:6][C:7]([OH:9])=O)[CH2:3]1.[CH3:11]NOC.CN(C(ON1N=NC2C=CC=NC1=2)=[N+](C)C)C.F[P-](F)(F)(F)(F)F.C[Mg]Br. (7) Given the product [NH2:2][CH2:1][CH2:3][CH2:4][N:5]([C:21]1[CH:26]=[C:25]([CH3:27])[N:24]=[C:23]([N:28]2[CH:32]=[CH:31][N:30]=[CH:29]2)[N:22]=1)[CH2:6][C:7]([NH:9][CH2:10][CH2:11][C:12]1[CH:20]=[CH:19][C:15]2[O:16][CH2:17][O:18][C:14]=2[CH:13]=1)=[O:8], predict the reactants needed to synthesize it. The reactants are: [C:1]([CH2:3][CH2:4][N:5]([C:21]1[CH:26]=[C:25]([CH3:27])[N:24]=[C:23]([N:28]2[CH:32]=[CH:31][N:30]=[CH:29]2)[N:22]=1)[CH2:6][C:7]([NH:9][CH2:10][CH2:11][C:12]1[CH:20]=[CH:19][C:15]2[O:16][CH2:17][O:18][C:14]=2[CH:13]=1)=[O:8])#[N:2].N. (8) Given the product [CH:26]([C:29]1[CH:34]=[CH:33][CH:32]=[C:31]([CH:35]([CH3:36])[CH3:37])[C:30]=1[NH:38][C:39](=[O:40])[N:10]([CH2:9][C:6]1[CH:5]=[CH:4][C:3]([N:2]([CH3:25])[CH3:1])=[CH:8][CH:7]=1)[C:11]1[CH:16]=[CH:15][C:14]([CH2:17][CH2:18][CH2:19][CH2:20][CH2:21][CH2:22][CH2:23][CH3:24])=[CH:13][CH:12]=1)([CH3:27])[CH3:28], predict the reactants needed to synthesize it. The reactants are: [CH3:1][N:2]([CH3:25])[C:3]1[CH:8]=[CH:7][C:6]([CH2:9][NH:10][C:11]2[CH:16]=[CH:15][C:14]([CH2:17][CH2:18][CH2:19][CH2:20][CH2:21][CH2:22][CH2:23][CH3:24])=[CH:13][CH:12]=2)=[CH:5][CH:4]=1.[CH:26]([C:29]1[CH:34]=[CH:33][CH:32]=[C:31]([CH:35]([CH3:37])[CH3:36])[C:30]=1[N:38]=[C:39]=[O:40])([CH3:28])[CH3:27].